From a dataset of Full USPTO retrosynthesis dataset with 1.9M reactions from patents (1976-2016). Predict the reactants needed to synthesize the given product. (1) Given the product [ClH:1].[N:2]12[CH2:11][CH:6]3[CH2:7][CH:8]([CH2:10][CH:4]([C@H:5]3[NH:12][C:22]([C:20]3[S:21][C:16]4[CH:15]=[CH:14][CH:13]=[CH:18][C:17]=4[CH:19]=3)=[O:23])[CH2:3]1)[CH2:9]2, predict the reactants needed to synthesize it. The reactants are: [ClH:1].[N:2]12[CH2:11][CH:6]3[CH2:7][CH:8]([CH2:10][CH:4]([C@H:5]3[NH2:12])[CH2:3]1)[CH2:9]2.[CH:13]1[CH:18]=[C:17]2[CH:19]=[C:20]([C:22](O)=[O:23])[S:21][C:16]2=[CH:15][CH:14]=1.N. (2) Given the product [CH2:2]([O:4][C:5](=[O:9])[CH:6]([NH:7][C:20]([CH:17]1[CH2:19][CH2:18]1)=[O:21])[CH3:8])[CH3:3], predict the reactants needed to synthesize it. The reactants are: Cl.[CH2:2]([O:4][C:5](=[O:9])[C@H:6]([CH3:8])[NH2:7])[CH3:3].C(N(CC)CC)C.[CH:17]1([C:20](Cl)=[O:21])[CH2:19][CH2:18]1.C(=O)(O)[O-].[Na+]. (3) The reactants are: [F:1][C:2]([F:12])([F:11])[C:3]1[N:8]=[CH:7][C:6]([CH:9]=O)=[CH:5][CH:4]=1.N1C2C(=CC=CC=2)C=[C:15]([CH:23]=[O:24])C=1. Given the product [F:1][C:2]([F:12])([F:11])[C:3]1[N:8]=[CH:7][C:6]([CH:9]=[CH:15][CH:23]=[O:24])=[CH:5][CH:4]=1, predict the reactants needed to synthesize it. (4) The reactants are: [Cl:1][C:2]1[CH:3]=[C:4]([C:9]([C@H:11]2[CH2:13][C@@H:12]2[C:14]([O:16][CH2:17][CH2:18][O:19]C2CCCCO2)=[O:15])=[O:10])[CH:5]=[CH:6][C:7]=1[Cl:8]. Given the product [Cl:1][C:2]1[CH:3]=[C:4]([C:9]([C@H:11]2[CH2:13][C@@H:12]2[C:14]([O:16][CH2:17][CH2:18][OH:19])=[O:15])=[O:10])[CH:5]=[CH:6][C:7]=1[Cl:8], predict the reactants needed to synthesize it. (5) Given the product [OH:9][C:7]1[C:6]([NH:10][C:11](=[O:25])[CH:12]([C:13]2[CH:14]=[CH:15][CH:16]=[CH:17][CH:18]=2)[C:19]2[CH:24]=[CH:23][CH:22]=[CH:21][CH:20]=2)=[CH:5][N:4]=[C:3]([CH:1]=[N:33][OH:32])[N:8]=1, predict the reactants needed to synthesize it. The reactants are: [CH:1]([C:3]1[N:8]=[C:7]([OH:9])[C:6]([NH:10][C:11](=[O:25])[CH:12]([C:19]2[CH:24]=[CH:23][CH:22]=[CH:21][CH:20]=2)[C:13]2[CH:18]=[CH:17][CH:16]=[CH:15][CH:14]=2)=[CH:5][N:4]=1)=O.CC([O-])=O.[Na+].Cl.[OH:32][NH2:33].